From a dataset of NCI-60 drug combinations with 297,098 pairs across 59 cell lines. Regression. Given two drug SMILES strings and cell line genomic features, predict the synergy score measuring deviation from expected non-interaction effect. (1) Drug 1: CC1C(C(=O)NC(C(=O)N2CCCC2C(=O)N(CC(=O)N(C(C(=O)O1)C(C)C)C)C)C(C)C)NC(=O)C3=C4C(=C(C=C3)C)OC5=C(C(=O)C(=C(C5=N4)C(=O)NC6C(OC(=O)C(N(C(=O)CN(C(=O)C7CCCN7C(=O)C(NC6=O)C(C)C)C)C)C(C)C)C)N)C. Drug 2: CC1=C2C(C(=O)C3(C(CC4C(C3C(C(C2(C)C)(CC1OC(=O)C(C(C5=CC=CC=C5)NC(=O)OC(C)(C)C)O)O)OC(=O)C6=CC=CC=C6)(CO4)OC(=O)C)O)C)O. Cell line: HCT-15. Synergy scores: CSS=-0.549, Synergy_ZIP=0.587, Synergy_Bliss=-2.54, Synergy_Loewe=-5.01, Synergy_HSA=-5.23. (2) Drug 1: C1=CC(=CC=C1CCC2=CNC3=C2C(=O)NC(=N3)N)C(=O)NC(CCC(=O)O)C(=O)O. Drug 2: C1=CN(C=N1)CC(O)(P(=O)(O)O)P(=O)(O)O. Cell line: SW-620. Synergy scores: CSS=16.5, Synergy_ZIP=1.41, Synergy_Bliss=0.676, Synergy_Loewe=2.05, Synergy_HSA=2.10. (3) Drug 1: CCC1(CC2CC(C3=C(CCN(C2)C1)C4=CC=CC=C4N3)(C5=C(C=C6C(=C5)C78CCN9C7C(C=CC9)(C(C(C8N6C=O)(C(=O)OC)O)OC(=O)C)CC)OC)C(=O)OC)O.OS(=O)(=O)O. Drug 2: C1=CC=C(C=C1)NC(=O)CCCCCCC(=O)NO. Cell line: SK-MEL-5. Synergy scores: CSS=37.3, Synergy_ZIP=-5.41, Synergy_Bliss=-1.86, Synergy_Loewe=-22.3, Synergy_HSA=-2.32. (4) Drug 1: C1CCC(C1)C(CC#N)N2C=C(C=N2)C3=C4C=CNC4=NC=N3. Drug 2: C1=NC2=C(N=C(N=C2N1C3C(C(C(O3)CO)O)O)F)N. Cell line: UACC62. Synergy scores: CSS=-1.80, Synergy_ZIP=4.05, Synergy_Bliss=6.06, Synergy_Loewe=-3.58, Synergy_HSA=-3.51. (5) Drug 2: CC1CCC2CC(C(=CC=CC=CC(CC(C(=O)C(C(C(=CC(C(=O)CC(OC(=O)C3CCCCN3C(=O)C(=O)C1(O2)O)C(C)CC4CCC(C(C4)OC)O)C)C)O)OC)C)C)C)OC. Synergy scores: CSS=37.4, Synergy_ZIP=6.61, Synergy_Bliss=6.43, Synergy_Loewe=10.2, Synergy_HSA=11.7. Cell line: A498. Drug 1: CN1CCC(CC1)COC2=C(C=C3C(=C2)N=CN=C3NC4=C(C=C(C=C4)Br)F)OC. (6) Drug 1: CN(C)N=NC1=C(NC=N1)C(=O)N. Drug 2: C1=CC=C(C=C1)NC(=O)CCCCCCC(=O)NO. Cell line: COLO 205. Synergy scores: CSS=13.9, Synergy_ZIP=-3.14, Synergy_Bliss=-1.29, Synergy_Loewe=-4.73, Synergy_HSA=-0.392. (7) Drug 1: CCC1=CC2CC(C3=C(CN(C2)C1)C4=CC=CC=C4N3)(C5=C(C=C6C(=C5)C78CCN9C7C(C=CC9)(C(C(C8N6C)(C(=O)OC)O)OC(=O)C)CC)OC)C(=O)OC.C(C(C(=O)O)O)(C(=O)O)O. Drug 2: C(CC(=O)O)C(=O)CN.Cl. Cell line: SF-268. Synergy scores: CSS=23.1, Synergy_ZIP=-5.20, Synergy_Bliss=-5.11, Synergy_Loewe=-15.4, Synergy_HSA=-2.38. (8) Drug 1: CCC1=CC2CC(C3=C(CN(C2)C1)C4=CC=CC=C4N3)(C5=C(C=C6C(=C5)C78CCN9C7C(C=CC9)(C(C(C8N6C)(C(=O)OC)O)OC(=O)C)CC)OC)C(=O)OC.C(C(C(=O)O)O)(C(=O)O)O. Drug 2: CCCCC(=O)OCC(=O)C1(CC(C2=C(C1)C(=C3C(=C2O)C(=O)C4=C(C3=O)C=CC=C4OC)O)OC5CC(C(C(O5)C)O)NC(=O)C(F)(F)F)O. Cell line: NCI-H460. Synergy scores: CSS=44.2, Synergy_ZIP=-0.667, Synergy_Bliss=-0.915, Synergy_Loewe=0.383, Synergy_HSA=-0.312. (9) Drug 2: CC1=C(C(=CC=C1)Cl)NC(=O)C2=CN=C(S2)NC3=CC(=NC(=N3)C)N4CCN(CC4)CCO. Cell line: 786-0. Synergy scores: CSS=0.0660, Synergy_ZIP=-0.726, Synergy_Bliss=0.744, Synergy_Loewe=-4.07, Synergy_HSA=-2.65. Drug 1: CC1C(C(=O)NC(C(=O)N2CCCC2C(=O)N(CC(=O)N(C(C(=O)O1)C(C)C)C)C)C(C)C)NC(=O)C3=C4C(=C(C=C3)C)OC5=C(C(=O)C(=C(C5=N4)C(=O)NC6C(OC(=O)C(N(C(=O)CN(C(=O)C7CCCN7C(=O)C(NC6=O)C(C)C)C)C)C(C)C)C)N)C. (10) Drug 1: CC1=C2C(C(=O)C3(C(CC4C(C3C(C(C2(C)C)(CC1OC(=O)C(C(C5=CC=CC=C5)NC(=O)OC(C)(C)C)O)O)OC(=O)C6=CC=CC=C6)(CO4)OC(=O)C)OC)C)OC. Drug 2: CS(=O)(=O)OCCCCOS(=O)(=O)C. Cell line: HOP-92. Synergy scores: CSS=21.0, Synergy_ZIP=-10.1, Synergy_Bliss=-8.70, Synergy_Loewe=-25.0, Synergy_HSA=-6.81.